Predict the product of the given reaction. From a dataset of Forward reaction prediction with 1.9M reactions from USPTO patents (1976-2016). (1) Given the reactants [NH2:1][C@H:2]([CH2:21][C:22]1[CH:27]=[CH:26][CH:25]=[CH:24][CH:23]=1)[C:3]([N:5]1[CH2:10][CH2:9][N:8]([C:11]2[C:20]3[C:15](=[CH:16][CH:17]=[CH:18][CH:19]=3)[N:14]=[CH:13][N:12]=2)[CH2:7][CH2:6]1)=[O:4].C([NH:35][CH2:36][C:37](O)=[O:38])(OC(C)(C)C)=O, predict the reaction product. The product is: [NH2:35][CH2:36][C:37]([NH:1][C@H:2]([CH2:21][C:22]1[CH:27]=[CH:26][CH:25]=[CH:24][CH:23]=1)[C:3]([N:5]1[CH2:10][CH2:9][N:8]([C:11]2[C:20]3[C:15](=[CH:16][CH:17]=[CH:18][CH:19]=3)[N:14]=[CH:13][N:12]=2)[CH2:7][CH2:6]1)=[O:4])=[O:38]. (2) Given the reactants [CH2:1]([O:8][C@H:9]1[C@H:14]([O:15][CH2:16][C:17]2[CH:22]=[CH:21][CH:20]=[CH:19][CH:18]=2)[C@@H:13]([O:23][CH2:24][C:25]2[CH:30]=[CH:29][CH:28]=[CH:27][CH:26]=2)[C@@:12]([C:33]2[CH:38]=[CH:37][C:36]([Cl:39])=[C:35]([CH2:40][C:41]3[CH:46]=[CH:45][C:44]([O:47][CH2:48][CH3:49])=[CH:43][CH:42]=3)[CH:34]=2)([O:31][CH3:32])[O:11][C@@:10]1([CH2:52][OH:53])[CH:50]=[O:51])[C:2]1[CH:7]=[CH:6][CH:5]=[CH:4][CH:3]=1.P(O)(O)([O-])=[O:55].[K+].CC(=CC)C.Cl([O-])=O.[Na+], predict the reaction product. The product is: [CH2:1]([O:8][C@H:9]1[C@H:14]([O:15][CH2:16][C:17]2[CH:18]=[CH:19][CH:20]=[CH:21][CH:22]=2)[C@@H:13]([O:23][CH2:24][C:25]2[CH:30]=[CH:29][CH:28]=[CH:27][CH:26]=2)[C@@:12]([C:33]2[CH:38]=[CH:37][C:36]([Cl:39])=[C:35]([CH2:40][C:41]3[CH:42]=[CH:43][C:44]([O:47][CH2:48][CH3:49])=[CH:45][CH:46]=3)[CH:34]=2)([O:31][CH3:32])[O:11][C@@:10]1([CH2:52][OH:53])[C:50]([OH:55])=[O:51])[C:2]1[CH:7]=[CH:6][CH:5]=[CH:4][CH:3]=1.